From a dataset of Forward reaction prediction with 1.9M reactions from USPTO patents (1976-2016). Predict the product of the given reaction. (1) Given the reactants [CH3:1][O:2][C:3]1[CH:4]=[C:5]([CH2:11][CH2:12][NH:13][C:14]2[CH:19]=[C:18]([C:20]3[CH:25]=[CH:24][C:23]([O:26][CH3:27])=[C:22]([O:28][CH3:29])[CH:21]=3)[N:17]=[C:16](S(C)(=O)=O)[N:15]=2)[CH:6]=[CH:7][C:8]=1[O:9][CH3:10].[CH:34]([OH:37])([CH3:36])[CH3:35].[H-].[Na+], predict the reaction product. The product is: [CH3:1][O:2][C:3]1[CH:4]=[C:5]([CH2:11][CH2:12][NH:13][C:14]2[CH:19]=[C:18]([C:20]3[CH:25]=[CH:24][C:23]([O:26][CH3:27])=[C:22]([O:28][CH3:29])[CH:21]=3)[N:17]=[C:16]([O:37][CH:34]([CH3:36])[CH3:35])[N:15]=2)[CH:6]=[CH:7][C:8]=1[O:9][CH3:10]. (2) The product is: [CH2:31]=[C:29]1[CH:28]=[CH:27][CH:26]=[C:23]2[C:24]([N:20]([N:14]3[C:15]4[C:11](=[CH:10][C:9]([O:8][CH2:1][C:2]5[CH:3]=[CH:4][CH:5]=[CH:6][CH:7]=5)=[CH:17][CH:16]=4)[CH:12]=[CH:13]3)[C:21](=[O:30])[CH:22]12)=[O:25]. Given the reactants [CH2:1]([O:8][C:9]1[CH:10]=[C:11]2[C:15](=[CH:16][CH:17]=1)[NH:14][CH:13]=[CH:12]2)[C:2]1[CH:7]=[CH:6][CH:5]=[CH:4][CH:3]=1.BrC[N:20]1[C:24](=[O:25])[C:23]2=[CH:26][CH:27]=[CH:28][CH:29]=[C:22]2[C:21]1=[O:30].[CH2:31]1COCC1, predict the reaction product. (3) Given the reactants [NH2:1][C:2]1[N:6]([C:7]2[CH:12]=[CH:11][CH:10]=[CH:9][CH:8]=2)[N:5]=[C:4]([C:13]([O:15][CH2:16][CH3:17])=[O:14])[CH:3]=1.C(N(C(C)C)C(C)C)C.[C:27](Cl)(=[O:34])[C:28]1[CH:33]=[CH:32][CH:31]=[CH:30][CH:29]=1.O, predict the reaction product. The product is: [C:7]1([N:6]2[C:2]([NH:1][C:27]([C:28]3[CH:33]=[CH:32][CH:31]=[CH:30][CH:29]=3)=[O:34])=[CH:3][C:4]([C:13]([O:15][CH2:16][CH3:17])=[O:14])=[N:5]2)[CH:12]=[CH:11][CH:10]=[CH:9][CH:8]=1. (4) Given the reactants [F:1][C:2]1[CH:3]=[C:4]([CH2:8][CH2:9][C:10]2[O:14][C:13]([C:15]3[CH:20]=[CH:19][N:18]=[C:17]([NH:21][C:22](=[O:28])[O:23][C:24]([CH3:27])([CH3:26])[CH3:25])[CH:16]=3)=[N:12][N:11]=2)[CH:5]=[CH:6][CH:7]=1.[H-].[Na+].[C:31]1([CH2:37][CH2:38][CH2:39]Br)[CH:36]=[CH:35][CH:34]=[CH:33][CH:32]=1.[I-].[K+], predict the reaction product. The product is: [F:1][C:2]1[CH:3]=[C:4]([CH2:8][CH2:9][C:10]2[O:14][C:13]([C:15]3[CH:20]=[CH:19][N:18]=[C:17]([N:21]([CH2:39][CH2:38][CH2:37][C:31]4[CH:36]=[CH:35][CH:34]=[CH:33][CH:32]=4)[C:22](=[O:28])[O:23][C:24]([CH3:25])([CH3:27])[CH3:26])[CH:16]=3)=[N:12][N:11]=2)[CH:5]=[CH:6][CH:7]=1. (5) Given the reactants [C:1](/[C:4](=[CH:9]/[C:10]1[CH:15]=[CH:14][C:13]([F:16])=[CH:12][CH:11]=1)/[C:5]([O:7][CH3:8])=[O:6])(=O)[CH3:2].S(O)(O)(=O)=O.[CH3:22][O:23][C:24](=[NH:26])[NH2:25].C([O-])(O)=O.[Na+], predict the reaction product. The product is: [F:16][C:13]1[CH:14]=[CH:15][C:10]([CH:9]2[NH:26][C:24]([O:23][CH3:22])=[N:25][C:1]([CH3:2])=[C:4]2[C:5]([O:7][CH3:8])=[O:6])=[CH:11][CH:12]=1. (6) Given the reactants [CH:1]([NH:4][C:5]([N:7]1[CH2:11][CH:10]([OH:12])[CH:9]2[NH:13][CH2:14][CH2:15][CH:8]12)=[O:6])([CH3:3])[CH3:2].CCN(C(C)C)C(C)C.CN(C(ON1N=NC2C=CC=NC1=2)=[N+](C)C)C.F[P-](F)(F)(F)(F)F.CN(C(ON1N=NC2C=CC=NC1=2)=[N+](C)C)C.F[P-](F)(F)(F)(F)F.[NH:73]([C:82]([O:84][CH2:85][C:86]1[CH:91]=[CH:90][CH:89]=[CH:88][CH:87]=1)=[O:83])[C@H:74]([C:79](O)=[O:80])[C:75]([CH3:78])([CH3:77])[CH3:76], predict the reaction product. The product is: [CH2:85]([O:84][C:82](=[O:83])[NH:73][CH:74]([C:79]([N:13]1[CH2:14][CH2:15][CH:8]2[N:7]([C:5](=[O:6])[NH:4][CH:1]([CH3:3])[CH3:2])[CH2:11][CH:10]([OH:12])[CH:9]12)=[O:80])[C:75]([CH3:76])([CH3:77])[CH3:78])[C:86]1[CH:91]=[CH:90][CH:89]=[CH:88][CH:87]=1. (7) The product is: [CH3:1][O:2][C:3](=[O:21])[C:4]1[CH:9]=[C:8]([C:10]2[CH:15]=[C:14]([S:29][C:25]3[CH:26]=[CH:27][CH:28]=[C:23]([OH:22])[CH:24]=3)[N:13]=[C:12]([NH2:17])[N:11]=2)[C:7]([CH3:18])=[CH:6][C:5]=1[O:19][CH3:20]. Given the reactants [CH3:1][O:2][C:3](=[O:21])[C:4]1[CH:9]=[C:8]([C:10]2[CH:15]=[C:14](Cl)[N:13]=[C:12]([NH2:17])[N:11]=2)[C:7]([CH3:18])=[CH:6][C:5]=1[O:19][CH3:20].[OH:22][C:23]1[CH:24]=[C:25]([SH:29])[CH:26]=[CH:27][CH:28]=1.CN(C)C=O.C(N(CC)CC)C, predict the reaction product.